This data is from Reaction yield outcomes from USPTO patents with 853,638 reactions. The task is: Predict the reaction yield, written as a fraction of the theoretical maximum amount of product (1.0 means a 100% yield; for example, 0.34 means a 34% yield). (1) The reactants are B.[F:2][C:3]1[CH:4]=[C:5]2[C:9](=[CH:10][C:11]=1[C:12]1[CH:17]=[CH:16][CH:15]=[CH:14][CH:13]=1)[NH:8][CH:7]=[CH:6]2.C(O)(C(F)(F)F)=O.[OH-].[Na+]. The yield is 0.850. The product is [F:2][C:3]1[CH:4]=[C:5]2[C:9](=[CH:10][C:11]=1[C:12]1[CH:13]=[CH:14][CH:15]=[CH:16][CH:17]=1)[NH:8][CH2:7][CH2:6]2. The catalyst is C1COCC1.O. (2) The reactants are [OH:1][C:2]1[C:11]([CH2:12][CH2:13][C:14]([CH3:16])=[CH2:15])=[C:10]([O:17][CH3:18])[CH:9]=[C:8](/[CH:19]=[CH:20]/[C:21]2[CH:26]=[CH:25][CH:24]=[CH:23][CH:22]=2)[C:3]=1[C:4]([O:6]C)=[O:5]. The catalyst is [OH-].[Na+].Cl. The product is [OH:1][C:2]1[C:11]([CH2:12][CH2:13][C:14]([CH3:16])=[CH2:15])=[C:10]([O:17][CH3:18])[CH:9]=[C:8](/[CH:19]=[CH:20]/[C:21]2[CH:22]=[CH:23][CH:24]=[CH:25][CH:26]=2)[C:3]=1[C:4]([OH:6])=[O:5]. The yield is 0.900. (3) The reactants are Br[C:2]1[CH:3]=[C:4]2[C:9](=[C:10]([N+:13]([O-])=O)[C:11]=1[CH3:12])[N:8]=[CH:7][N:6]=[C:5]2[NH:16][C:17]1[CH:24]=[CH:23][C:20]([C:21]#[N:22])=[CH:19][CH:18]=1.N.CO. The catalyst is CCO.[Pd]. The product is [NH2:13][C:10]1[C:11]([CH3:12])=[CH:2][CH:3]=[C:4]2[C:9]=1[N:8]=[CH:7][N:6]=[C:5]2[NH:16][C:17]1[CH:24]=[CH:23][C:20]([C:21]#[N:22])=[CH:19][CH:18]=1. The yield is 0.830. (4) The yield is 0.850. The product is [CH3:1][O:2][CH2:3][O:4][C:5]1[CH:11]=[C:10]([O:12][CH3:13])[CH:9]=[CH:8][C:6]=1[NH:7][C:6](=[NH:7])[CH2:5][CH2:11][CH2:10][CH3:9]. The catalyst is ClCCl. The reactants are [CH3:1][O:2][CH2:3][O:4][C:5]1[CH:11]=[C:10]([O:12][CH3:13])[CH:9]=[CH:8][C:6]=1[NH2:7]. (5) The reactants are [CH3:1][NH:2][C:3]1[CH:8]=[CH:7][CH:6]=[CH:5][CH:4]=1.Br.Br[CH:11]([C:13]1[CH:14]=[C:15]([C:30]([N:32]([CH3:34])[CH3:33])=[O:31])[CH:16]=[C:17]2[C:22]=1[O:21][C:20]([N:23]1[CH2:28][CH2:27][O:26][CH2:25][CH2:24]1)=[CH:19][C:18]2=[O:29])[CH3:12]. No catalyst specified. The product is [CH3:33][N:32]([CH3:34])[C:30]([C:15]1[CH:16]=[C:17]2[C:22](=[C:13]([CH:11]([N:2]([CH3:1])[C:3]3[CH:8]=[CH:7][CH:6]=[CH:5][CH:4]=3)[CH3:12])[CH:14]=1)[O:21][C:20]([N:23]1[CH2:28][CH2:27][O:26][CH2:25][CH2:24]1)=[CH:19][C:18]2=[O:29])=[O:31]. The yield is 0.370.